Dataset: Catalyst prediction with 721,799 reactions and 888 catalyst types from USPTO. Task: Predict which catalyst facilitates the given reaction. Reactant: [Cl:1][C:2]1[CH:31]=[C:30]([OH:32])[CH:29]=[C:28]([Cl:33])[C:3]=1[CH2:4][C@@H:5]1[CH2:9][CH2:8][N:7]([N:10]2[CH2:15][CH2:14][CH:13]([O:16][Si:17]([CH:24]([CH3:26])[CH3:25])([CH:21]([CH3:23])[CH3:22])[CH:18]([CH3:20])[CH3:19])[CH2:12][CH2:11]2)[C:6]1=[O:27].N1C=CC=CC=1.[F:40][C:41]([F:54])([F:53])[S:42](O[S:42]([C:41]([F:54])([F:53])[F:40])(=[O:44])=[O:43])(=[O:44])=[O:43]. Product: [Cl:1][C:2]1[CH:31]=[C:30]([O:32][S:42]([C:41]([F:54])([F:53])[F:40])(=[O:44])=[O:43])[CH:29]=[C:28]([Cl:33])[C:3]=1[CH2:4][C@@H:5]1[CH2:9][CH2:8][N:7]([N:10]2[CH2:11][CH2:12][CH:13]([O:16][Si:17]([CH:18]([CH3:19])[CH3:20])([CH:21]([CH3:22])[CH3:23])[CH:24]([CH3:26])[CH3:25])[CH2:14][CH2:15]2)[C:6]1=[O:27]. The catalyst class is: 2.